Dataset: Catalyst prediction with 721,799 reactions and 888 catalyst types from USPTO. Task: Predict which catalyst facilitates the given reaction. (1) Reactant: [CH3:1][O:2][C:3]1[C:8]([O:9][CH3:10])=[C:7]([O:11][CH2:12][C:13]2[CH:18]=[CH:17][CH:16]=[CH:15][CH:14]=2)[C:6]([CH3:19])=[C:5](Br)[N:4]=1.O1CCCC1.C([Li])CCC.[O:31]1[CH2:36][CH2:35][CH2:34][CH2:33][CH:32]1[O:37][CH2:38][CH2:39][CH2:40][CH2:41][CH2:42][CH2:43][CH2:44][CH2:45][CH2:46]Br. Product: [CH3:1][O:2][C:3]1[C:8]([O:9][CH3:10])=[C:7]([O:11][CH2:12][C:13]2[CH:18]=[CH:17][CH:16]=[CH:15][CH:14]=2)[C:6]([CH3:19])=[C:5]([CH2:46][CH2:45][CH2:44][CH2:43][CH2:42][CH2:41][CH2:40][CH2:39][CH2:38][O:37][CH:32]2[CH2:33][CH2:34][CH2:35][CH2:36][O:31]2)[N:4]=1. The catalyst class is: 6. (2) Reactant: [ClH:1].C(OCC)(=O)C.[CH2:8]([NH:26][C:27](=[O:46])[O:28][C:29]1[CH:34]=[CH:33][CH:32]=[CH:31][C:30]=1[CH2:35][CH2:36][C:37]([NH:39][CH2:40][CH2:41][CH2:42][N:43]([CH3:45])[CH3:44])=[O:38])[CH2:9][CH2:10][CH2:11][CH2:12][CH2:13][CH2:14][CH2:15][CH2:16][CH2:17][CH2:18][CH2:19][CH2:20][CH2:21][CH2:22][CH2:23][CH2:24][CH3:25]. Product: [ClH:1].[CH2:8]([NH:26][C:27](=[O:46])[O:28][C:29]1[CH:34]=[CH:33][CH:32]=[CH:31][C:30]=1[CH2:35][CH2:36][C:37]([NH:39][CH2:40][CH2:41][CH2:42][N:43]([CH3:45])[CH3:44])=[O:38])[CH2:9][CH2:10][CH2:11][CH2:12][CH2:13][CH2:14][CH2:15][CH2:16][CH2:17][CH2:18][CH2:19][CH2:20][CH2:21][CH2:22][CH2:23][CH2:24][CH3:25]. The catalyst class is: 13. (3) Reactant: COC1C=CC(C[N:10]2[C:15]3[CH:16]=[C:17]([O:20][C:21]([F:24])([F:23])[F:22])[CH:18]=[CH:19][C:14]=3[O:13][C:12]([CH3:28])([C:25]([OH:27])=[O:26])[CH2:11]2)=CC=1.[ClH:29]. Product: [ClH:29].[CH3:28][C:12]1([C:25]([OH:27])=[O:26])[CH2:11][NH:10][C:15]2[CH:16]=[C:17]([O:20][C:21]([F:22])([F:23])[F:24])[CH:18]=[CH:19][C:14]=2[O:13]1. The catalyst class is: 105.